From a dataset of Catalyst prediction with 721,799 reactions and 888 catalyst types from USPTO. Predict which catalyst facilitates the given reaction. (1) Reactant: [H-].[Na+].[OH:3][C:4]1[CH:9]=[CH:8][CH:7]=[CH:6][C:5]=1[C:10]1[CH:15]=[CH:14][C:13]([B:16]([OH:18])[OH:17])=[CH:12][CH:11]=1.[CH3:19][SiH:20]([CH3:22])[CH3:21].C1[CH2:27][O:26][CH2:25][CH2:24]1. Product: [CH3:19][Si:20]([CH3:22])([CH3:21])[CH2:24][CH2:25][O:26][CH2:27][O:3][C:4]1[CH:9]=[CH:8][CH:7]=[CH:6][C:5]=1[C:10]1[CH:15]=[CH:14][C:13]([B:16]([OH:18])[OH:17])=[CH:12][CH:11]=1. The catalyst class is: 3. (2) Reactant: FC(F)(F)C(O)=O.[CH:8]1([CH:13]([C:21]2[CH:26]=[CH:25][C:24]([CH2:27][N:28]3[C:33](=[O:34])[CH2:32][O:31][C:30]([C:35]4[CH:40]=[CH:39][CH:38]=[CH:37][CH:36]=4)=[N:29]3)=[CH:23][CH:22]=2)[C:14]([O:16]C(C)(C)C)=[O:15])[CH2:12][CH2:11][CH2:10][CH2:9]1. Product: [CH:8]1([CH:13]([C:21]2[CH:26]=[CH:25][C:24]([CH2:27][N:28]3[C:33](=[O:34])[CH2:32][O:31][C:30]([C:35]4[CH:40]=[CH:39][CH:38]=[CH:37][CH:36]=4)=[N:29]3)=[CH:23][CH:22]=2)[C:14]([OH:16])=[O:15])[CH2:9][CH2:10][CH2:11][CH2:12]1. The catalyst class is: 4. (3) Reactant: [CH3:1][C:2]1[CH:7]=[C:6]([CH3:8])[CH:5]=[CH:4][C:3]=1[NH:9][C:10]1[C:11](=[O:20])[N:12]([CH3:19])[CH:13]=[C:14]([N+:16]([O-])=O)[CH:15]=1.[CH:21](=O)[CH2:22][CH3:23].[C:25](O)(=O)[CH3:26].[H][H].[CH2:31](O)C. Product: [CH3:1][C:2]1[CH:7]=[C:6]([CH3:8])[CH:5]=[CH:4][C:3]=1[NH:9][C:10]1[C:11](=[O:20])[N:12]([CH3:19])[CH:13]=[C:14]([N:16]([CH2:31][CH2:25][CH3:26])[CH2:21][CH2:22][CH3:23])[CH:15]=1. The catalyst class is: 45. (4) Reactant: [F:1][C:2]([F:14])([F:13])[C:3]1[CH:4]=[C:5]([CH:8]=[CH:9][C:10]=1[O:11][CH3:12])[CH:6]=O.[CH:15]([NH2:17])=[O:16].C(O)=O.O. Product: [CH3:12][O:11][C:10]1[CH:9]=[CH:8][C:5]([CH2:6][NH:17][CH:15]=[O:16])=[CH:4][C:3]=1[C:2]([F:14])([F:13])[F:1]. The catalyst class is: 13. (5) Reactant: [Cl:1][C:2]1[N:7]=[C:6](Cl)[C:5]([NH2:9])=[CH:4][N:3]=1.[N:10]([CH2:13][C:14]([O:16][CH2:17]C)=[O:15])=[C:11]=[S:12]. Product: [Cl:1][C:2]1[N:3]=[CH:4][C:5]2[N:9]=[C:11]([NH:10][CH2:13][C:14]([O:16][CH3:17])=[O:15])[S:12][C:6]=2[N:7]=1. The catalyst class is: 5. (6) Reactant: [CH2:1]([O:3][C:4]([C:6]1([NH:15][C:16]([C:18]2[CH:23]=[CH:22][N:21]=[CH:20][C:19]=2F)=[O:17])[CH2:14][C:13]2[C:8](=[CH:9][CH:10]=[CH:11][CH:12]=2)[CH2:7]1)=[O:5])[CH3:2].[NH:25]1[CH2:30][CH2:29][CH2:28][CH2:27][CH2:26]1. Product: [CH2:1]([O:3][C:4]([C:6]1([NH:15][C:16]([C:18]2[CH:23]=[CH:22][N:21]=[CH:20][C:19]=2[N:25]2[CH2:30][CH2:29][CH2:28][CH2:27][CH2:26]2)=[O:17])[CH2:14][C:13]2[C:8](=[CH:9][CH:10]=[CH:11][CH:12]=2)[CH2:7]1)=[O:5])[CH3:2]. The catalyst class is: 12. (7) Product: [F:57][C:49]1[C:50]([CH2:54][CH2:55][OH:56])=[CH:51][CH:52]=[CH:53][C:48]=1[CH2:47][N:44]1[CH2:45][CH2:46][C:41]2([O:36][CH2:37][CH2:38][N:39]([C:33]([C:30]3[CH:29]=[C:28]([CH:25]([CH3:26])[CH3:27])[S:32][CH:31]=3)=[O:35])[CH2:40]2)[CH2:42][CH2:43]1. Reactant: CN(C(ON1N=NC2C=CC=NC1=2)=[N+](C)C)C.F[P-](F)(F)(F)(F)F.[CH:25]([C:28]1[S:32][CH:31]=[C:30]([C:33]([OH:35])=O)[CH:29]=1)([CH3:27])[CH3:26].[O:36]1[C:41]2([CH2:46][CH2:45][N:44]([CH2:47][C:48]3[C:49]([F:57])=[C:50]([CH2:54][CH2:55][OH:56])[CH:51]=[CH:52][CH:53]=3)[CH2:43][CH2:42]2)[CH2:40][NH:39][CH2:38][CH2:37]1.C(N(CC)CC)C. The catalyst class is: 3. (8) Reactant: [CH3:1][O:2][C:3]1[N:4]=[C:5]2[C:10](=[CH:11][CH:12]=1)[N:9]=[CH:8][CH:7]=[C:6]2[CH2:13][CH2:14][N:15]1[CH2:20][CH2:19][N:18]([NH2:21])[CH2:17][CH2:16]1.CCN(C(C)C)C(C)C.[O:31]=[C:32]1[CH2:37][S:36][C:35]2[CH:38]=[CH:39][C:40]([S:42](Cl)(=[O:44])=[O:43])=[N:41][C:34]=2[NH:33]1. Product: [CH3:1][O:2][C:3]1[N:4]=[C:5]2[C:10](=[CH:11][CH:12]=1)[N:9]=[CH:8][CH:7]=[C:6]2[CH2:13][CH2:14][N:15]1[CH2:16][CH2:17][N:18]([NH:21][S:42]([C:40]2[CH:39]=[CH:38][C:35]3[S:36][CH2:37][C:32](=[O:31])[NH:33][C:34]=3[N:41]=2)(=[O:44])=[O:43])[CH2:19][CH2:20]1. The catalyst class is: 2.